Dataset: Full USPTO retrosynthesis dataset with 1.9M reactions from patents (1976-2016). Task: Predict the reactants needed to synthesize the given product. (1) Given the product [OH:1][C:2]1[CH:3]=[C:4]([CH:9]=[CH:10][C:11]=1[C:18]#[C:17][Si:14]([CH3:16])([CH3:15])[CH3:13])[C:5]([O:7][CH3:8])=[O:6], predict the reactants needed to synthesize it. The reactants are: [OH:1][C:2]1[CH:3]=[C:4]([CH:9]=[CH:10][C:11]=1I)[C:5]([O:7][CH3:8])=[O:6].[CH3:13][Si:14]([C:17]#[CH:18])([CH3:16])[CH3:15]. (2) Given the product [F:43][C:40]([F:41])([F:42])[C:28]1[CH:27]=[C:26]([O:25][CH2:24][C:21]2[CH:22]=[CH:23][C:18]([C:15]3[CH:14]=[CH:13][C:12]([S:9]([NH:8][CH:4]([CH:5]([CH3:7])[CH3:6])[C:3]([OH:44])=[O:2])(=[O:11])=[O:10])=[CH:17][CH:16]=3)=[CH:19][CH:20]=2)[C:35]2[C:30](=[C:31]([C:36]([F:37])([F:38])[F:39])[CH:32]=[CH:33][CH:34]=2)[N:29]=1, predict the reactants needed to synthesize it. The reactants are: C[O:2][C:3](=[O:44])[CH:4]([NH:8][S:9]([C:12]1[CH:17]=[CH:16][C:15]([C:18]2[CH:23]=[CH:22][C:21]([CH2:24][O:25][C:26]3[C:35]4[C:30](=[C:31]([C:36]([F:39])([F:38])[F:37])[CH:32]=[CH:33][CH:34]=4)[N:29]=[C:28]([C:40]([F:43])([F:42])[F:41])[CH:27]=3)=[CH:20][CH:19]=2)=[CH:14][CH:13]=1)(=[O:11])=[O:10])[CH:5]([CH3:7])[CH3:6].CO.[OH-].[Na+]. (3) Given the product [Cl:1][C:2]1[CH:3]=[C:4]([CH:14]=[CH:15][C:16]=1[Cl:17])[CH2:5][N:6]1[CH2:11][CH2:10][O:9][CH:8]([CH2:12][NH:13][C:19]([NH:18][CH2:21][C:22]2[CH:27]=[CH:26][CH:25]=[C:24]([CH3:28])[CH:23]=2)=[O:20])[CH2:7]1, predict the reactants needed to synthesize it. The reactants are: [Cl:1][C:2]1[CH:3]=[C:4]([CH:14]=[CH:15][C:16]=1[Cl:17])[CH2:5][N:6]1[CH2:11][CH2:10][O:9][CH:8]([CH2:12][NH2:13])[CH2:7]1.[N:18]([CH2:21][C:22]1[CH:27]=[CH:26][CH:25]=[C:24]([CH3:28])[CH:23]=1)=[C:19]=[O:20]. (4) The reactants are: [C:1]([O:5][C:6](=[O:15])[NH:7][C@@H:8]([CH2:13][CH3:14])[CH2:9][N:10]=[N+]=[N-])([CH3:4])([CH3:3])[CH3:2]. Given the product [C:1]([O:5][C:6](=[O:15])[NH:7][C@@H:8]([CH2:13][CH3:14])[CH2:9][NH2:10])([CH3:4])([CH3:3])[CH3:2], predict the reactants needed to synthesize it. (5) Given the product [IH:1].[F:3][C:4]1[CH:5]=[C:6]([NH:16][C:17]([S:18][CH3:2])=[NH:19])[CH:7]=[CH:8][C:9]=1[N:10]1[C:14]([CH3:15])=[N:13][CH:12]=[N:11]1, predict the reactants needed to synthesize it. The reactants are: [I:1][CH3:2].[F:3][C:4]1[CH:5]=[C:6]([NH:16][C:17]([NH2:19])=[S:18])[CH:7]=[CH:8][C:9]=1[N:10]1[C:14]([CH3:15])=[N:13][CH:12]=[N:11]1. (6) Given the product [Cl:19][CH2:20][CH2:21][O:1][C:2]1[CH:3]=[C:4]2[C:9](=[CH:10][CH:11]=1)[C:8](=[O:12])[CH2:7][CH2:6][CH2:5]2, predict the reactants needed to synthesize it. The reactants are: [OH:1][C:2]1[CH:3]=[C:4]2[C:9](=[CH:10][CH:11]=1)[C:8](=[O:12])[CH2:7][CH2:6][CH2:5]2.C(=O)([O-])[O-].[Cs+].[Cs+].[Cl:19][CH2:20][CH2:21]OS(C1C=CC(C)=CC=1)(=O)=O.[OH-].[Na+]. (7) The reactants are: [F:1][C:2]1[C:7]([F:8])=[C:6]([F:9])[CH:5]=[CH:4][C:3]=1[N+:10]([O-])=O.[C:13]([OH:18])(=[O:17])[C:14]([CH3:16])=O.[H][H]. Given the product [F:1][C:2]1[C:7]([F:8])=[C:6]([F:9])[CH:5]=[CH:4][C:3]=1[NH:10][CH:14]([CH3:16])[C:13]([OH:18])=[O:17], predict the reactants needed to synthesize it.